From a dataset of Reaction yield outcomes from USPTO patents with 853,638 reactions. Predict the reaction yield, written as a fraction of the theoretical maximum amount of product (1.0 means a 100% yield; for example, 0.34 means a 34% yield). (1) The reactants are [F:1][C:2]1[CH:8]=[C:7]([F:9])[CH:6]=[CH:5][C:3]=1[NH2:4].[N:10]([O-])=O.[Na+].C([O-])(=O)C.[Na+].[C:19]([CH2:22][C:23](=[O:25])[CH3:24])(=[O:21])[CH3:20]. The catalyst is C(O)(=O)C.Cl.O. The product is [F:1][C:2]1[CH:8]=[C:7]([F:9])[CH:6]=[CH:5][C:3]=1[NH:4][N:10]=[C:22]([C:23](=[O:25])[CH3:24])[C:19](=[O:21])[CH3:20]. The yield is 0.300. (2) The reactants are [Cl:1][C:2]1[C:7]([Cl:8])=[CH:6][CH:5]=[CH:4][C:3]=1[C:9]1[S:10][CH:11]=[C:12]([C:14]([OH:16])=O)[N:13]=1.CN(C(ON1N=NC2C=CC=NC1=2)=[N+](C)C)C.F[P-](F)(F)(F)(F)F.[NH:41]1[CH:50]2[CH:45]([CH2:46][CH2:47][CH2:48][CH2:49]2)[CH2:44][CH2:43][CH2:42]1.C(N(C(C)C)CC)(C)C. The catalyst is CN(C=O)C.C(OCC)(=O)C. The product is [Cl:1][C:2]1[C:7]([Cl:8])=[CH:6][CH:5]=[CH:4][C:3]=1[C:9]1[S:10][CH:11]=[C:12]([C:14]([N:41]2[CH:50]3[CH:45]([CH2:46][CH2:47][CH2:48][CH2:49]3)[CH2:44][CH2:43][CH2:42]2)=[O:16])[N:13]=1. The yield is 0.830. (3) The yield is 0.800. The product is [NH2:5][C:4]1[S:6][N:1]=[C:2]([CH3:9])[C:3]=1[C:7]#[N:8]. The reactants are [NH2:1]/[C:2](/[CH3:9])=[C:3](\[C:7]#[N:8])/[C:4](=[S:6])[NH2:5].OO. The catalyst is CO. (4) The reactants are [CH:1]1([OH:7])[CH2:6][CH2:5][CH2:4][CH2:3][CH2:2]1.N1C=CC=CC=1.Cl[C:15]([O:17][C:18]1[CH:23]=[CH:22][C:21]([N+:24]([O-:26])=[O:25])=[CH:20][CH:19]=1)=[O:16]. The catalyst is C1COCC1. The product is [C:15](=[O:16])([O:17][C:18]1[CH:19]=[CH:20][C:21]([N+:24]([O-:26])=[O:25])=[CH:22][CH:23]=1)[O:7][CH:1]1[CH2:6][CH2:5][CH2:4][CH2:3][CH2:2]1. The yield is 0.910.